From a dataset of CYP2C19 inhibition data for predicting drug metabolism from PubChem BioAssay. Regression/Classification. Given a drug SMILES string, predict its absorption, distribution, metabolism, or excretion properties. Task type varies by dataset: regression for continuous measurements (e.g., permeability, clearance, half-life) or binary classification for categorical outcomes (e.g., BBB penetration, CYP inhibition). Dataset: cyp2c19_veith. The drug is O=C(NCc1cccc(C(F)(F)F)c1)c1cc(Cl)cc(Cl)c1. The result is 1 (inhibitor).